This data is from Forward reaction prediction with 1.9M reactions from USPTO patents (1976-2016). The task is: Predict the product of the given reaction. (1) Given the reactants Cl[C:2]1[N:7]=[C:6]([O:8][C:9]2[C:14]3[N:15]=[C:16]([NH:18][C:19](=[O:21])[CH3:20])[S:17][C:13]=3[CH:12]=[CH:11][CH:10]=2)[CH:5]=[C:4]([C:22]2[CH:27]=[CH:26][C:25]([C:28]([F:31])([F:30])[F:29])=[CH:24][CH:23]=2)[N:3]=1.CC1(C)C(C)(C)OB([C:40]2[CH2:45][CH2:44][N:43]([C:46]([O:48][C:49]([CH3:52])([CH3:51])[CH3:50])=[O:47])[CH2:42][CH:41]=2)O1.C([O-])([O-])=O.[Na+].[Na+].O.C(COC)OC, predict the reaction product. The product is: [C:19]([NH:18][C:16]1[S:17][C:13]2[CH:12]=[CH:11][CH:10]=[C:9]([O:8][C:6]3[CH:5]=[C:4]([C:22]4[CH:27]=[CH:26][C:25]([C:28]([F:31])([F:30])[F:29])=[CH:24][CH:23]=4)[N:3]=[C:2]([C:40]4[CH2:45][CH2:44][N:43]([C:46]([O:48][C:49]([CH3:52])([CH3:51])[CH3:50])=[O:47])[CH2:42][CH:41]=4)[N:7]=3)[C:14]=2[N:15]=1)(=[O:21])[CH3:20]. (2) Given the reactants C([O:5][C:6]1[CH:13]=[CH:12][C:9]([CH:10]=[CH2:11])=[CH:8][CH:7]=1)(C)(C)C.[C:14]([O:18][C:19]12[CH2:28][CH:23]3[CH2:24][CH:25]([CH2:27][CH:21]([CH2:22]3)[CH:20]1O)[CH2:26]2)(=[O:17])[CH:15]=[CH2:16].N(C(C)(C)C(OC)=O)=NC(C)(C)C(OC)=[O:34].Cl, predict the reaction product. The product is: [OH:5][C:6]1[CH:13]=[CH:12][C:9]([CH:10]=[CH2:11])=[CH:8][CH:7]=1.[C:14]([O:18][C:19]12[CH2:28][CH:23]3[CH2:24][CH:25]([CH2:27][C:21]([OH:34])([CH2:22]3)[CH2:20]1)[CH2:26]2)(=[O:17])[CH:15]=[CH2:16]. (3) Given the reactants Cl.[O:2]1[CH:6]=[CH:5][CH:4]=[C:3]1[CH2:7][O:8][CH:9]1[CH2:12][NH:11][CH2:10]1.CCN=C=NCCCN(C)C.C1C=CC2N(O)N=NC=2C=1.C(N(C(C)C)CC)(C)C.Cl.[O:44]=[C:45]1[NH:54][C:53]2[N:52]=[CH:51][C:50](/[CH:55]=[CH:56]/[C:57](O)=[O:58])=[CH:49][C:48]=2[CH2:47][CH2:46]1, predict the reaction product. The product is: [O:2]1[CH:6]=[CH:5][CH:4]=[C:3]1[CH2:7][O:8][CH:9]1[CH2:12][N:11]([C:57](=[O:58])/[CH:56]=[CH:55]/[C:50]2[CH:49]=[C:48]3[C:53](=[N:52][CH:51]=2)[NH:54][C:45](=[O:44])[CH2:46][CH2:47]3)[CH2:10]1. (4) Given the reactants [NH:1]1[CH:5]=[CH:4][CH:3]=[C:2]1[C:6](Cl)=[O:7].[C:9]1([C@@H:15]([NH2:17])[CH3:16])[CH:14]=[CH:13][CH:12]=[CH:11][CH:10]=1.C(N(CC)CC)C, predict the reaction product. The product is: [C:9]1([C@@H:15]([NH:17][C:6]([C:2]2[NH:1][CH:5]=[CH:4][CH:3]=2)=[O:7])[CH3:16])[CH:14]=[CH:13][CH:12]=[CH:11][CH:10]=1. (5) The product is: [Cl:41][C:38]1[CH:39]=[CH:40][C:35]([CH2:34][C:33]([OH:60])=[O:32])=[C:36]([CH2:42][N:43]2[CH2:48][CH2:47][N:46]([C:49](=[O:58])[CH2:50][C:51]3[CH:52]=[CH:53][C:54]([F:57])=[CH:55][CH:56]=3)[C@@H:45]([CH3:59])[CH2:44]2)[CH:37]=1. Given the reactants C(S(N1CCN(CC2C=C(Cl)C=CC=2CCC([O-])=O)CC1)(=O)=O)C1C=CC=CC=1.[Na+].C[O:32][C:33](=[O:60])[CH2:34][C:35]1[CH:40]=[CH:39][C:38]([Cl:41])=[CH:37][C:36]=1[CH2:42][N:43]1[CH2:48][CH2:47][N:46]([C:49](=[O:58])[CH2:50][C:51]2[CH:56]=[CH:55][C:54]([F:57])=[CH:53][CH:52]=2)[C@@H:45]([CH3:59])[CH2:44]1, predict the reaction product. (6) Given the reactants C([O:3][C:4](=O)[CH2:5][N:6]=[C:7]1[NH:11][C@@:10]([CH2:13][C:14]2[CH:19]=[CH:18][C:17]([Br:20])=[CH:16][CH:15]=2)([CH3:12])[C:9](=[O:21])[N:8]1[C:22]1[CH:27]=[C:26]([Cl:28])[CH:25]=[C:24]([Cl:29])[CH:23]=1)C.C1(P(=O)(C2C=CC=CC=2)C2C=CC=CC=2)C=CC=CC=1.C[Al](C)C, predict the reaction product. The product is: [Br:20][C:17]1[CH:16]=[CH:15][C:14]([CH2:13][C@@:10]2([CH3:12])[N:11]3[C:4](=[O:3])[CH2:5][N:6]=[C:7]3[N:8]([C:22]3[CH:23]=[C:24]([Cl:29])[CH:25]=[C:26]([Cl:28])[CH:27]=3)[C:9]2=[O:21])=[CH:19][CH:18]=1.